This data is from Full USPTO retrosynthesis dataset with 1.9M reactions from patents (1976-2016). The task is: Predict the reactants needed to synthesize the given product. The reactants are: [CH2:1]([O:8][C:9]([NH:11][CH:12]1[N:18]=[C:17]([CH2:19][CH3:20])[C:16]2[CH:21]=[CH:22][CH:23]=[C:24]([CH3:25])[C:15]=2[N:14]([CH2:26][C:27]([O:29]CC)=[O:28])[C:13]1=[O:32])=[O:10])[C:2]1[CH:7]=[CH:6][CH:5]=[CH:4][CH:3]=1.[OH-].[Na+]. Given the product [CH2:1]([O:8][C:9]([NH:11][CH:12]1[N:18]=[C:17]([CH2:19][CH3:20])[C:16]2[CH:21]=[CH:22][CH:23]=[C:24]([CH3:25])[C:15]=2[N:14]([CH2:26][C:27]([OH:29])=[O:28])[C:13]1=[O:32])=[O:10])[C:2]1[CH:3]=[CH:4][CH:5]=[CH:6][CH:7]=1, predict the reactants needed to synthesize it.